From a dataset of Full USPTO retrosynthesis dataset with 1.9M reactions from patents (1976-2016). Predict the reactants needed to synthesize the given product. (1) Given the product [Cl-:14].[OH:7][C:3]([C:2]([F:1])([F:12])[F:13])([CH:4]([CH3:6])[CH3:5])[CH2:8][NH3+:9], predict the reactants needed to synthesize it. The reactants are: [F:1][C:2]([F:13])([F:12])[C:3]([CH2:8][N+:9]([O-])=O)([OH:7])[CH:4]([CH3:6])[CH3:5].[ClH:14]. (2) Given the product [CH2:9]([C:8]1[C:3]([CH2:2][N:30]([CH2:29][C:27]2[CH:26]=[CH:25][C:24]3[O:19][CH2:20][CH2:21][O:22][C:23]=3[CH:28]=2)[CH2:31][C:32]2[CH:37]=[CH:36][CH:35]=[C:34]([O:38][CH2:39][CH3:40])[CH:33]=2)=[N:4][CH:5]=[N:6][C:7]=1[C:13]1[CH:18]=[CH:17][CH:16]=[CH:15][CH:14]=1)[CH2:10][CH2:11][CH3:12], predict the reactants needed to synthesize it. The reactants are: Br[CH2:2][C:3]1[C:8]([CH2:9][CH2:10][CH2:11][CH3:12])=[C:7]([C:13]2[CH:18]=[CH:17][CH:16]=[CH:15][CH:14]=2)[N:6]=[CH:5][N:4]=1.[O:19]1[C:24]2[CH:25]=[CH:26][C:27]([CH2:29][NH:30][CH2:31][C:32]3[CH:37]=[CH:36][CH:35]=[C:34]([O:38][CH2:39][CH3:40])[CH:33]=3)=[CH:28][C:23]=2[O:22][CH2:21][CH2:20]1.C([O-])([O-])=O.[K+].[K+]. (3) Given the product [CH3:1][C:2]1[CH:7]=[CH:6][N:5]=[C:4]([NH:8][C:9]2[N:14]=[C:13]([C:15]3[S:19][C:18]([N:20]4[CH2:21][CH2:22][CH:23]([C:26]([NH2:36])=[O:28])[CH2:24][CH2:25]4)=[N:17][CH:16]=3)[CH:12]=[CH:11][CH:10]=2)[CH:3]=1, predict the reactants needed to synthesize it. The reactants are: [CH3:1][C:2]1[CH:7]=[CH:6][N:5]=[C:4]([NH:8][C:9]2[N:14]=[C:13]([C:15]3[S:19][C:18]([N:20]4[CH2:25][CH2:24][CH:23]([C:26]([OH:28])=O)[CH2:22][CH2:21]4)=[N:17][CH:16]=3)[CH:12]=[CH:11][CH:10]=2)[CH:3]=1.F[P-](F)(F)(F)(F)F.[NH:36]1C2C=CC=C(O[P+](N3CCCC3)(N3CCCC3)N3CCCC3)C=2N=N1.C(N(C(C)C)CC)(C)C.[Cl-].[NH4+].C(=O)(O)[O-].[Na+]. (4) Given the product [Cl:1][C:2]1[C:3]([C:31]2[CH:36]=[CH:35][CH:34]=[C:33]([CH:37]([CH3:39])[CH3:38])[CH:32]=2)=[C:4]([C:8]([OH:17])([C@@H:18]2[CH2:23][CH2:22][CH2:21][NH:20][CH2:19]2)[CH2:9][CH2:10][CH2:11][NH:12][C:13](=[O:14])[O:15][CH3:16])[CH:5]=[N:6][CH:7]=1, predict the reactants needed to synthesize it. The reactants are: [Cl:1][C:2]1[C:3]([C:31]2[CH:36]=[CH:35][CH:34]=[C:33]([CH:37]([CH3:39])[CH3:38])[CH:32]=2)=[C:4]([C:8]([C@@H:18]2[CH2:23][CH2:22][CH2:21][N:20](C(OC(C)(C)C)=O)[CH2:19]2)([OH:17])[CH2:9][CH2:10][CH2:11][NH:12][C:13]([O:15][CH3:16])=[O:14])[CH:5]=[N:6][CH:7]=1.FC(F)(F)C(O)=O. (5) Given the product [NH2:1][C:2]1[N:3]([CH3:24])[C:4](=[O:23])[C:5]2([C:15]3[C:10](=[CH:11][CH:12]=[C:13]([C:31]4[CH:30]=[CH:29][CH:28]=[C:27]([CH:25]=[CH2:26])[CH:32]=4)[CH:14]=3)[O:9][CH:8]([C:17]3[CH:22]=[CH:21][CH:20]=[CH:19][CH:18]=3)[CH2:7]2)[N:6]=1, predict the reactants needed to synthesize it. The reactants are: [NH2:1][C:2]1[N:3]([CH3:24])[C:4](=[O:23])[C:5]2([C:15]3[C:10](=[CH:11][CH:12]=[C:13](Br)[CH:14]=3)[O:9][CH:8]([C:17]3[CH:22]=[CH:21][CH:20]=[CH:19][CH:18]=3)[CH2:7]2)[N:6]=1.[CH:25]([C:27]1[CH:28]=[C:29](B(O)O)[CH:30]=[CH:31][CH:32]=1)=[CH2:26]. (6) Given the product [O:31]=[C:29]([NH:10][CH2:9][C@H:8]1[CH2:7][CH2:1][O:42][CH2:41]1)[CH2:28][CH2:27][CH2:26][CH2:25][CH2:24][CH2:23][NH:22][C:20]([N:12]1[CH2:11][C:19]2[C:14](=[CH:15][CH:16]=[CH:17][CH:18]=2)[CH2:13]1)=[O:21], predict the reactants needed to synthesize it. The reactants are: [C:1]1([CH2:7][CH2:8][CH2:9][NH2:10])C=CC=CC=1.[CH2:11]1[C:19]2[C:14](=[CH:15][CH:16]=[CH:17][CH:18]=2)[CH2:13][N:12]1[C:20]([NH:22][CH2:23][CH2:24][CH2:25][CH2:26][CH2:27][CH2:28][C:29]([OH:31])=O)=[O:21].C1C2C(=CC=CC=2)CN1[C:41](NC1C=CC(C(O)=O)=CC=1)=[O:42].